This data is from Forward reaction prediction with 1.9M reactions from USPTO patents (1976-2016). The task is: Predict the product of the given reaction. Given the reactants Cl.[CH2:2]([O:4][C:5]1[CH:10]=[CH:9][C:8]([F:11])=[CH:7][C:6]=1[C:12]1[C:13]2[NH:20][C:19]([CH3:21])=[C:18]([C:22]([NH:24][CH:25]3[CH2:30][CH2:29][NH:28][CH2:27][CH2:26]3)=[O:23])[C:14]=2[N:15]=[CH:16][N:17]=1)[CH3:3].C([O:34][C@@H:35]([CH3:39])[C:36](Cl)=[O:37])(=O)C, predict the reaction product. The product is: [CH2:2]([O:4][C:5]1[CH:10]=[CH:9][C:8]([F:11])=[CH:7][C:6]=1[C:12]1[C:13]2[NH:20][C:19]([CH3:21])=[C:18]([C:22]([NH:24][CH:25]3[CH2:26][CH2:27][N:28]([C:36](=[O:37])[C@@H:35]([OH:34])[CH3:39])[CH2:29][CH2:30]3)=[O:23])[C:14]=2[N:15]=[CH:16][N:17]=1)[CH3:3].